From a dataset of Experimental lipophilicity measurements (octanol/water distribution) for 4,200 compounds from AstraZeneca. Regression/Classification. Given a drug SMILES string, predict its absorption, distribution, metabolism, or excretion properties. Task type varies by dataset: regression for continuous measurements (e.g., permeability, clearance, half-life) or binary classification for categorical outcomes (e.g., BBB penetration, CYP inhibition). For this dataset (lipophilicity_astrazeneca), we predict Y. (1) The drug is CC(C)Cn1c(=O)n(C)c(=O)c2c(SC3CCCCC3)c(Cc3ccccc3C(F)(F)F)sc21. The Y is 4.14 logD. (2) The drug is COCCN(C)Cc1ccc(Nc2ncc3cc(-c4ccncc4)ccc3n2)cc1. The Y is 2.65 logD.